This data is from Peptide-MHC class I binding affinity with 185,985 pairs from IEDB/IMGT. The task is: Regression. Given a peptide amino acid sequence and an MHC pseudo amino acid sequence, predict their binding affinity value. This is MHC class I binding data. (1) The peptide sequence is AQPLPQRQK. The MHC is HLA-A31:01 with pseudo-sequence HLA-A31:01. The binding affinity (normalized) is 0. (2) The peptide sequence is AELIDSFTW. The MHC is HLA-A02:01 with pseudo-sequence HLA-A02:01. The binding affinity (normalized) is 0.0847. (3) The peptide sequence is INYCLDFLF. The MHC is HLA-A29:02 with pseudo-sequence HLA-A29:02. The binding affinity (normalized) is 0.553. (4) The peptide sequence is RPTHKPVTL. The MHC is HLA-A23:01 with pseudo-sequence HLA-A23:01. The binding affinity (normalized) is 0.213. (5) The peptide sequence is GTIAGGVCY. The MHC is HLA-A03:01 with pseudo-sequence HLA-A03:01. The binding affinity (normalized) is 0.232. (6) The peptide sequence is FHGIFYSIF. The MHC is HLA-A24:02 with pseudo-sequence HLA-A24:02. The binding affinity (normalized) is 0.207. (7) The peptide sequence is ETITEKTFK. The MHC is HLA-A02:06 with pseudo-sequence HLA-A02:06. The binding affinity (normalized) is 0. (8) The peptide sequence is GTSKIKMKW. The MHC is HLA-B15:01 with pseudo-sequence HLA-B15:01. The binding affinity (normalized) is 0.0847. (9) The peptide sequence is RTSKAPLER. The MHC is HLA-A30:02 with pseudo-sequence HLA-A30:02. The binding affinity (normalized) is 0. (10) The peptide sequence is FAEGVVAFL. The MHC is HLA-B39:01 with pseudo-sequence HLA-B39:01. The binding affinity (normalized) is 0.443.